This data is from Reaction yield outcomes from USPTO patents with 853,638 reactions. The task is: Predict the reaction yield, written as a fraction of the theoretical maximum amount of product (1.0 means a 100% yield; for example, 0.34 means a 34% yield). (1) The reactants are [Br:1][C:2]1[CH:7]=[CH:6][C:5]([CH:8]([OH:25])[C:9]([N:11]2[CH2:15][CH2:14][C:13]3([C:19]4[CH:20]=[CH:21][CH:22]=[CH:23][C:18]=4[C:17](=[O:24])[O:16]3)[CH2:12]2)=[O:10])=[C:4]([F:26])[CH:3]=1.[H-].[Na+].[CH3:29]I. The catalyst is CN(C)C=O. The product is [Br:1][C:2]1[CH:7]=[CH:6][C:5]([CH:8]([O:25][CH3:29])[C:9]([N:11]2[CH2:15][CH2:14][C:13]3([C:19]4[CH:20]=[CH:21][CH:22]=[CH:23][C:18]=4[C:17](=[O:24])[O:16]3)[CH2:12]2)=[O:10])=[C:4]([F:26])[CH:3]=1. The yield is 0.911. (2) The reactants are [CH2:1]([O:8][C:9]([NH:11][C:12]1[C:13]([C:29](O)=[O:30])=[N:14][C:15]2[C:20]([CH:21]=1)=[CH:19][CH:18]=[C:17]([N:22]1[CH2:27][CH2:26][N:25]([CH3:28])[CH2:24][CH2:23]1)[CH:16]=2)=[O:10])[C:2]1[CH:7]=[CH:6][CH:5]=[CH:4][CH:3]=1.[NH2:32][C:33]1[CH:34]=[N:35][CH:36]=[CH:37][C:38]=1[N:39]1[CH2:44][C@H:43]([CH3:45])[C@H:42]([NH:46][C:47](=[O:50])[O:48][CH3:49])[C@H:41]([NH:51][C:52](=[O:58])[O:53][C:54]([CH3:57])([CH3:56])[CH3:55])[CH2:40]1.CN(C(ON1N=NC2C=CC=NC1=2)=[N+](C)C)C.F[P-](F)(F)(F)(F)F.CCN(C(C)C)C(C)C. The catalyst is CN(C=O)C. The product is [CH2:1]([O:8][C:9]([NH:11][C:12]1[C:13]([C:29]([NH:32][C:33]2[CH:34]=[N:35][CH:36]=[CH:37][C:38]=2[N:39]2[CH2:44][C@H:43]([CH3:45])[C@H:42]([NH:46][C:47](=[O:50])[O:48][CH3:49])[C@H:41]([NH:51][C:52](=[O:58])[O:53][C:54]([CH3:57])([CH3:56])[CH3:55])[CH2:40]2)=[O:30])=[N:14][C:15]2[C:20]([CH:21]=1)=[CH:19][CH:18]=[C:17]([N:22]1[CH2:27][CH2:26][N:25]([CH3:28])[CH2:24][CH2:23]1)[CH:16]=2)=[O:10])[C:2]1[CH:7]=[CH:6][CH:5]=[CH:4][CH:3]=1. The yield is 0.490. (3) The reactants are Cl[C:2]1[CH:9]=[C:8]([NH:10][C@@H:11]([C:16]2[CH:21]=[CH:20][CH:19]=[CH:18][CH:17]=2)[C@H:12]([OH:15])[CH2:13][OH:14])[C:5]([C:6]#[N:7])=[CH:4][N:3]=1.[S:22]1[C:26]2[CH:27]=[C:28]([NH2:31])[CH:29]=[CH:30][C:25]=2[N:24]=[CH:23]1.CN1C(=O)CCC1. The catalyst is O. The product is [S:22]1[C:26]2[CH:27]=[C:28]([NH:31][C:2]3[CH:9]=[C:8]([NH:10][C@@H:11]([C:16]4[CH:21]=[CH:20][CH:19]=[CH:18][CH:17]=4)[C@H:12]([OH:15])[CH2:13][OH:14])[C:5]([C:6]#[N:7])=[CH:4][N:3]=3)[CH:29]=[CH:30][C:25]=2[N:24]=[CH:23]1. The yield is 0.820. (4) The product is [F:1][C:2]1[CH:3]=[CH:4][C:5]([C:12]2[NH:16][N:15]=[CH:14][CH:13]=2)=[C:6]([CH:11]=1)[C:7]([OH:9])=[O:8]. The reactants are [F:1][C:2]1[CH:3]=[CH:4][C:5]([C:12]2[NH:16][N:15]=[CH:14][CH:13]=2)=[C:6]([CH:11]=1)[C:7]([O:9]C)=[O:8].[Li+].[OH-]. The catalyst is CCO. The yield is 0.440. (5) The reactants are [H-].[Na+].[SH:3][C:4]1[NH:5][C:6](=[O:14])[CH:7]=[C:8]([S:12][CH3:13])[C:9]=1[C:10]#[N:11].Br[CH2:16][C:17]([NH2:19])=[O:18].Cl. The catalyst is CN(C=O)C. The product is [C:10]([C:9]1[C:8]([S:12][CH3:13])=[CH:7][C:6](=[O:14])[NH:5][C:4]=1[S:3][CH2:16][C:17]([NH2:19])=[O:18])#[N:11]. The yield is 0.700. (6) The reactants are [NH2:1][C:2]1[C:3]([Cl:12])=[C:4]([CH:9]=[CH:10][CH:11]=1)[C:5]([O:7][CH3:8])=[O:6].N1C=CC=CC=1.[F:19][C:20]1[CH:25]=[CH:24][CH:23]=[C:22]([F:26])[C:21]=1[S:27](Cl)(=[O:29])=[O:28]. The catalyst is C(Cl)Cl. The product is [Cl:12][C:3]1[C:2]([NH:1][S:27]([C:21]2[C:22]([F:26])=[CH:23][CH:24]=[CH:25][C:20]=2[F:19])(=[O:29])=[O:28])=[CH:11][CH:10]=[CH:9][C:4]=1[C:5]([O:7][CH3:8])=[O:6]. The yield is 0.816. (7) The reactants are [Cl:1][C:2]1[CH:3]=[C:4]([C:8](=[O:24])[CH2:9][C:10]([C:12]2[CH:17]=[CH:16][C:15]([O:18]C)=[C:14]([O:20]C)[C:13]=2OC)=[O:11])[CH:5]=[CH:6][CH:7]=1.I. The catalyst is C(O)(=O)C. The product is [Cl:1][C:2]1[CH:3]=[C:4]([C:8]2[O:24][C:13]3[C:12]([C:10](=[O:11])[CH:9]=2)=[CH:17][CH:16]=[C:15]([OH:18])[C:14]=3[OH:20])[CH:5]=[CH:6][CH:7]=1. The yield is 0.450.